This data is from TCR-epitope binding with 47,182 pairs between 192 epitopes and 23,139 TCRs. The task is: Binary Classification. Given a T-cell receptor sequence (or CDR3 region) and an epitope sequence, predict whether binding occurs between them. (1) Result: 0 (the TCR does not bind to the epitope). The TCR CDR3 sequence is CASSLELAGNLDTQYF. The epitope is TLIGDCATV. (2) The epitope is IVTDFSVIK. The TCR CDR3 sequence is CASSPGGGSGETQYF. Result: 0 (the TCR does not bind to the epitope).